Dataset: NCI-60 drug combinations with 297,098 pairs across 59 cell lines. Task: Regression. Given two drug SMILES strings and cell line genomic features, predict the synergy score measuring deviation from expected non-interaction effect. Drug 1: CCC1=CC2CC(C3=C(CN(C2)C1)C4=CC=CC=C4N3)(C5=C(C=C6C(=C5)C78CCN9C7C(C=CC9)(C(C(C8N6C)(C(=O)OC)O)OC(=O)C)CC)OC)C(=O)OC.C(C(C(=O)O)O)(C(=O)O)O. Drug 2: C1=NC2=C(N1)C(=S)N=CN2. Cell line: NCI-H460. Synergy scores: CSS=61.9, Synergy_ZIP=-2.76, Synergy_Bliss=2.03, Synergy_Loewe=-10.9, Synergy_HSA=3.03.